This data is from Catalyst prediction with 721,799 reactions and 888 catalyst types from USPTO. The task is: Predict which catalyst facilitates the given reaction. (1) Reactant: [Cl:1][C:2]1[CH:3]=[CH:4][C:5]2[N:11]3[C:12]([N:15]4[CH2:20][CH2:19][CH:18]([C:21]5[CH:26]=[CH:25][CH:24]=[CH:23][N:22]=5)[CH2:17][CH2:16]4)=[N:13][N:14]=[C:10]3[CH2:9][NH:8][CH2:7][C:6]=2[CH:27]=1.C=O.[C:30](O[BH-](OC(=O)C)OC(=O)C)(=O)C.[Na+].C(=O)([O-])O.[Na+]. Product: [Cl:1][C:2]1[CH:3]=[CH:4][C:5]2[N:11]3[C:12]([N:15]4[CH2:20][CH2:19][CH:18]([C:21]5[CH:26]=[CH:25][CH:24]=[CH:23][N:22]=5)[CH2:17][CH2:16]4)=[N:13][N:14]=[C:10]3[CH2:9][N:8]([CH3:30])[CH2:7][C:6]=2[CH:27]=1. The catalyst class is: 4. (2) Product: [Br:14][C:15]1[CH:24]=[C:23]2[C:18]([C:19]([NH:1][CH2:2][C:3]([CH3:6])([OH:5])[CH3:4])=[C:20]([N+:26]([O-:28])=[O:27])[C:21]([Cl:25])=[N:22]2)=[CH:17][CH:16]=1. The catalyst class is: 3. Reactant: [NH2:1][CH2:2][C:3]([CH3:6])([OH:5])[CH3:4].C(N(CC)CC)C.[Br:14][C:15]1[CH:24]=[C:23]2[C:18]([C:19](Cl)=[C:20]([N+:26]([O-:28])=[O:27])[C:21]([Cl:25])=[N:22]2)=[CH:17][CH:16]=1.O. (3) Product: [F:30][C:16]1[CH:17]=[C:18]2[C:13](=[CH:14][CH:15]=1)[N:12]=[C:11]([CH:9]([NH:8][C:6](=[O:7])[O:5][C:1]([CH3:3])([CH3:4])[CH3:2])[CH3:10])[C:20]([C:21]1[CH:26]=[CH:25][CH:24]=[CH:23][CH:22]=1)=[C:19]2[C:27](=[O:28])[NH:32][CH3:31]. The catalyst class is: 31. Reactant: [C:1]([O:5][C:6]([NH:8][CH:9]([C:11]1[C:20]([C:21]2[CH:26]=[CH:25][CH:24]=[CH:23][CH:22]=2)=[C:19]([C:27](O)=[O:28])[C:18]2[C:13](=[CH:14][CH:15]=[C:16]([F:30])[CH:17]=2)[N:12]=1)[CH3:10])=[O:7])([CH3:4])([CH3:3])[CH3:2].[CH3:31][N:32](C(ON1N=NC2C=CC=NC1=2)=[N+](C)C)C.F[P-](F)(F)(F)(F)F.CCN(C(C)C)C(C)C.CN. (4) Reactant: [F:1][C:2]([F:16])([F:15])[C:3]1[CH:4]=[C:5]([CH:8]=[C:9]([C:11]([F:14])([F:13])[F:12])[CH:10]=1)[CH2:6][NH2:7].C(N(CC)CC)C.[CH3:24][O:25][C:26](=[O:38])/[C:27](/[N:36]=[CH2:37])=[C:28](/Br)\[C:29]1[CH:34]=[CH:33][CH:32]=[CH:31][CH:30]=1.C([O-])(O)=O.[Na+]. Product: [CH3:24][O:25][C:26]([C:27]1[N:36]=[CH:37][N:7]([CH2:6][C:5]2[CH:4]=[C:3]([C:2]([F:15])([F:16])[F:1])[CH:10]=[C:9]([C:11]([F:14])([F:12])[F:13])[CH:8]=2)[C:28]=1[C:29]1[CH:34]=[CH:33][CH:32]=[CH:31][CH:30]=1)=[O:38]. The catalyst class is: 3. (5) Reactant: C([O:9][C@:10]1([C:42]#[CH:43])[C@H:14]([O:15]C(=O)C2C=CC=CC=2)[C@@H:13]([CH2:24][O:25]C(=O)C2C=CC=CC=2)[O:12][C@H:11]1[N:34]1[CH:39]=[CH:38][C:37](=[O:40])[NH:36][C:35]1=[O:41])(=O)C1C=CC=CC=1.C[O-].[Na+].C(O)=O. Product: [C:42]([C@@:10]1([OH:9])[C@H:14]([OH:15])[C@@H:13]([CH2:24][OH:25])[O:12][C@H:11]1[N:34]1[CH:39]=[CH:38][C:37](=[O:40])[NH:36][C:35]1=[O:41])#[CH:43]. The catalyst class is: 5. (6) Reactant: [N:1]1([C:11]([O:13][C:14]([CH3:17])([CH3:16])[CH3:15])=[O:12])[CH2:6][CH2:5][CH:4]([C:7]([O:9]C)=O)[CH2:3][CH2:2]1.[C:18](#[N:20])[CH3:19].CC(C)([O-])C.[K+].[Cl-].[NH4+]. The catalyst class is: 7. Product: [C:18]([CH2:19][C:7]([CH:4]1[CH2:3][CH2:2][N:1]([C:11]([O:13][C:14]([CH3:17])([CH3:16])[CH3:15])=[O:12])[CH2:6][CH2:5]1)=[O:9])#[N:20]. (7) Reactant: [C:1](Cl)(=O)[C:2](Cl)=O.[Br:7][C:8]1[CH:16]=[CH:15][C:11]([C:12]([OH:14])=O)=[C:10]([F:17])[CH:9]=1.[CH3:18][N:19]([CH:21]=O)C. The catalyst class is: 2. Product: [Br:7][C:8]1[CH:16]=[CH:15][C:11]([C:12]([N:19]2[CH2:21][CH2:2][CH2:1][CH2:18]2)=[O:14])=[C:10]([F:17])[CH:9]=1. (8) Product: [CH3:1][O:2][C:3]1[CH:8]=[CH:7][CH:6]=[CH:5][C:4]=1[C:9]1[CH:10]=[CH:11][C:12]([CH2:15][Br:23])=[CH:13][CH:14]=1. Reactant: [CH3:1][O:2][C:3]1[CH:8]=[CH:7][CH:6]=[CH:5][C:4]=1[C:9]1[CH:14]=[CH:13][C:12]([CH3:15])=[CH:11][CH:10]=1.C1C(=O)N([Br:23])C(=O)C1.CC(N=NC(C#N)(C)C)(C#N)C. The catalyst class is: 717. (9) Reactant: CO[CH:3](OC)[C:4](=[N:7][OH:8])[C:5]#[N:6].[OH:11][CH2:12][CH2:13][NH:14][NH2:15].O.[S:17](=[O:21])(=[O:20])([OH:19])[OH:18]. Product: [S:17]([OH:21])([OH:20])(=[O:19])=[O:18].[NH2:6][C:5]1[N:14]([CH2:13][CH2:12][OH:11])[N:15]=[CH:3][C:4]=1[N:7]=[O:8]. The catalyst class is: 5.